From a dataset of Full USPTO retrosynthesis dataset with 1.9M reactions from patents (1976-2016). Predict the reactants needed to synthesize the given product. (1) Given the product [F:20][C:14]1[CH:15]=[C:16]([I:19])[CH:17]=[CH:18][C:13]=1[NH:12][C:11]1[C:6]([C:4]([OH:5])=[O:3])=[CH:7][N:8]([CH3:22])[C:9](=[O:21])[CH:10]=1, predict the reactants needed to synthesize it. The reactants are: C([O:3][C:4]([C:6]1[C:11]([NH:12][C:13]2[CH:18]=[CH:17][C:16]([I:19])=[CH:15][C:14]=2[F:20])=[CH:10][C:9](=[O:21])[N:8]([CH3:22])[CH:7]=1)=[O:5])C.[OH-].[Na+]. (2) Given the product [CH3:7][O:8][C:9]1[CH:14]=[CH:13][N:12]([C:2]([O:21][C:19]([CH3:22])([CH3:20])[CH3:18])=[O:3])[CH:11]([CH3:15])[CH:10]=1, predict the reactants needed to synthesize it. The reactants are: Cl[C:2](OCC)=[O:3].[CH3:7][O:8][C:9]1[CH:14]=[CH:13][N:12]=[CH:11][CH:10]=1.[CH3:15][Mg]Br.[CH3:18][C:19]([CH3:22])([O-:21])[CH3:20].[K+]. (3) Given the product [Cl:1][C:2]1[CH:3]=[C:4]2[N:27]=[C:26]([O:28][C@H:29]3[C@H:33]4[O:34][CH2:35][C@@H:36]([OH:37])[C@H:32]4[O:31][CH2:30]3)[NH:25][C:5]2=[N:6][C:7]=1[C:8]1[CH:9]=[CH:10][C:11]([N:14]2[CH2:15][CH:16]3[CH2:21][S:20](=[N:23][CH3:24])(=[O:22])[CH2:19][CH:17]3[CH2:18]2)=[CH:12][CH:13]=1, predict the reactants needed to synthesize it. The reactants are: [Cl:1][C:2]1[CH:3]=[C:4]2[N:27]=[C:26]([O:28][C@H:29]3[C@H:33]4[O:34][CH2:35][C@@H:36]([OH:37])[C@H:32]4[O:31][CH2:30]3)[N:25](COCC[Si](C)(C)C)[C:5]2=[N:6][C:7]=1[C:8]1[CH:13]=[CH:12][C:11]([N:14]2[CH2:18][CH:17]3[CH2:19][S:20](=[N:23][CH3:24])(=[O:22])[CH2:21][CH:16]3[CH2:15]2)=[CH:10][CH:9]=1.FC(F)(F)C(O)=O. (4) Given the product [C:14]([CH:17]1[C:21]2[CH:22]=[CH:23][CH:24]=[CH:25][C:20]=2[S:19](=[O:27])(=[O:26])[N:18]1[CH2:28][C:29]1[CH:34]=[CH:33][C:32]([O:35][CH3:36])=[CH:31][CH:30]=1)#[N:15], predict the reactants needed to synthesize it. The reactants are: B(F)(F)F.CCOCC.[Si]([C:14]#[N:15])(C)(C)C.O[CH:17]1[C:21]2[CH:22]=[CH:23][CH:24]=[CH:25][C:20]=2[S:19](=[O:27])(=[O:26])[N:18]1[CH2:28][C:29]1[CH:34]=[CH:33][C:32]([O:35][CH3:36])=[CH:31][CH:30]=1.